Task: Predict the reaction yield, written as a fraction of the theoretical maximum amount of product (1.0 means a 100% yield; for example, 0.34 means a 34% yield).. Dataset: Reaction yield outcomes from USPTO patents with 853,638 reactions (1) The reactants are [CH3:1][O:2][C:3]1[CH:4]=[C:5]([C:11]2[S:15][C:14]3=[N:16][CH:17]=[C:18]([C:19]4[CH:20]=[N:21][C:22]([N:29]5[CH2:34][CH2:33][NH:32][CH2:31][CH2:30]5)=[C:23]([C:25]([F:28])([F:27])[F:26])[CH:24]=4)[N:13]3[N:12]=2)[CH:6]=[CH:7][C:8]=1[O:9][CH3:10].[CH3:35]CN(CC)CC.C=O.C(O)(=O)C.C([BH3-])#N.[Na+]. The catalyst is CO. The product is [CH3:1][O:2][C:3]1[CH:4]=[C:5]([C:11]2[S:15][C:14]3=[N:16][CH:17]=[C:18]([C:19]4[CH:20]=[N:21][C:22]([N:29]5[CH2:30][CH2:31][N:32]([CH3:35])[CH2:33][CH2:34]5)=[C:23]([C:25]([F:27])([F:28])[F:26])[CH:24]=4)[N:13]3[N:12]=2)[CH:6]=[CH:7][C:8]=1[O:9][CH3:10]. The yield is 0.500. (2) The reactants are [CH3:1][O:2][C:3](=[O:12])[C:4]1[CH:9]=[C:8](I)[CH:7]=[C:6]([Br:11])[CH:5]=1.[O:13]1[CH2:17][CH2:16][NH:15][C:14]1=[O:18].C(=O)([O-])[O-].[K+].[K+].CNCCNC. The catalyst is C(#N)C.[Cu]I. The product is [CH3:1][O:2][C:3](=[O:12])[C:4]1[CH:9]=[C:8]([N:15]2[CH2:16][CH2:17][O:13][C:14]2=[O:18])[CH:7]=[C:6]([Br:11])[CH:5]=1. The yield is 0.800. (3) The reactants are Cl[C:2]1[N:3]=[CH:4][C:5]2[C:10]([CH:11]=1)=[CH:9][CH:8]=[CH:7][CH:6]=2.[NH2:12][C:13]1[N:14]=[C:15]([O:21][CH:22]([CH3:27])[CH2:23][N:24]([CH3:26])[CH3:25])[C:16]([C:19]#[N:20])=[N:17][CH:18]=1.CC(C)([O-])C.[Na+].CC1C=CC(S(O)(=O)=O)=CC=1. The catalyst is C1(C)C=CC=CC=1.CN(C=O)C.C([O-])(=O)C.[Pd+2].C([O-])(=O)C. The product is [CH3:26][N:24]([CH3:25])[CH2:23][CH:22]([O:21][C:15]1[C:16]([C:19]#[N:20])=[N:17][CH:18]=[C:13]([NH:12][C:2]2[N:3]=[CH:4][C:5]3[C:10]([CH:11]=2)=[CH:9][CH:8]=[CH:7][CH:6]=3)[N:14]=1)[CH3:27]. The yield is 0.0700.